This data is from Full USPTO retrosynthesis dataset with 1.9M reactions from patents (1976-2016). The task is: Predict the reactants needed to synthesize the given product. (1) Given the product [Cl:1][C:2]1[CH:3]=[CH:4][C:5]([C:8]2[CH:12]=[C:11]3[C:13](=[O:14])[N:15]([C:16]4[CH:32]=[CH:31][C:19]([O:20][CH2:21][CH2:22][NH:23][C:24](=[O:30])[O:25][C:26]([CH3:27])([CH3:28])[CH3:29])=[C:18]([O:33][CH3:34])[CH:17]=4)[CH2:37][CH2:36][N:10]3[CH:9]=2)=[CH:6][CH:7]=1, predict the reactants needed to synthesize it. The reactants are: [Cl:1][C:2]1[CH:7]=[CH:6][C:5]([C:8]2[CH:12]=[C:11]([C:13]([NH:15][C:16]3[CH:32]=[CH:31][C:19]([O:20][CH2:21][CH2:22][NH:23][C:24](=[O:30])[O:25][C:26]([CH3:29])([CH3:28])[CH3:27])=[C:18]([O:33][CH3:34])[CH:17]=3)=[O:14])[NH:10][CH:9]=2)=[CH:4][CH:3]=1.Br[CH2:36][CH2:37]Br. (2) The reactants are: [C:1](Cl)(Cl)=[O:2].[NH2:5][C:6]1([CH2:21][C:22]2[CH:27]=[CH:26][C:25]([O:28][CH2:29][C:30]3[CH:35]=[CH:34][CH:33]=[CH:32][CH:31]=3)=[CH:24][CH:23]=2)[CH2:12][CH2:11][CH2:10][CH2:9][N:8]([CH2:13][C:14]2[CH:19]=[CH:18][CH:17]=[CH:16][CH:15]=2)[C:7]1=[O:20].C(N(CC)CC)C.C(N(C(C)C)CC)(C)C.[Cl-].[O:53]=[C:54]1[N:63]([CH:64]2[CH2:69][CH2:68][NH2+:67][CH2:66][CH2:65]2)[CH2:62][C:61]2[C:56](=[CH:57][CH:58]=[CH:59][CH:60]=2)[NH:55]1. Given the product [CH2:13]([N:8]1[CH2:9][CH2:10][CH2:11][CH2:12][C:6]([NH:5][C:1]([N:67]2[CH2:68][CH2:69][CH:64]([N:63]3[CH2:62][C:61]4[C:56](=[CH:57][CH:58]=[CH:59][CH:60]=4)[NH:55][C:54]3=[O:53])[CH2:65][CH2:66]2)=[O:2])([CH2:21][C:22]2[CH:23]=[CH:24][C:25]([O:28][CH2:29][C:30]3[CH:31]=[CH:32][CH:33]=[CH:34][CH:35]=3)=[CH:26][CH:27]=2)[C:7]1=[O:20])[C:14]1[CH:15]=[CH:16][CH:17]=[CH:18][CH:19]=1, predict the reactants needed to synthesize it. (3) Given the product [OH:6][NH:7][C:8](=[O:27])[CH2:9][CH2:10][S:11]([N:14]1[CH2:19][CH2:18][N:17]([C:20]2[CH:25]=[CH:24][C:23]([F:26])=[CH:22][CH:21]=2)[CH2:16][CH2:15]1)(=[O:12])=[O:13], predict the reactants needed to synthesize it. The reactants are: COC1C=C(OC)C=CC=1C[O:6][N:7](CC1C(OC)=CC(OC)=CC=1OC)[C:8](=[O:27])[CH2:9][CH2:10][S:11]([N:14]1[CH2:19][CH2:18][N:17]([C:20]2[CH:25]=[CH:24][C:23]([F:26])=[CH:22][CH:21]=2)[CH2:16][CH2:15]1)(=[O:13])=[O:12].C([SiH](CC)CC)C.FC(F)(F)C(O)=O. (4) Given the product [Br:30][CH2:8][C:6]1[CH:5]=[CH:4][CH:3]=[C:2]([CH3:1])[N:7]=1, predict the reactants needed to synthesize it. The reactants are: [CH3:1][C:2]1[N:7]=[C:6]([CH2:8]O)[CH:5]=[CH:4][CH:3]=1.C1(P(C2C=CC=CC=2)C2C=CC=CC=2)C=CC=CC=1.C(Br)(Br)(Br)[Br:30]. (5) Given the product [Cl:50][C:51]1[CH:52]=[C:53]([CH:54]([OH:55])[CH2:8][C:9]2[N:10]([C:14]([C:15]3[CH:20]=[CH:19][CH:18]=[CH:17][CH:16]=3)([C:21]3[CH:22]=[CH:23][CH:24]=[CH:25][CH:26]=3)[C:27]3[CH:32]=[CH:31][CH:30]=[CH:29][CH:28]=3)[CH:11]=[CH:12][N:13]=2)[CH:56]=[CH:57][CH:58]=1, predict the reactants needed to synthesize it. The reactants are: CC(C)=O.C(=O)=O.[CH3:8][C:9]1[N:10]([C:14]([C:27]2[CH:32]=[CH:31][CH:30]=[CH:29][CH:28]=2)([C:21]2[CH:26]=[CH:25][CH:24]=[CH:23][CH:22]=2)[C:15]2[CH:20]=[CH:19][CH:18]=[CH:17][CH:16]=2)[CH:11]=[CH:12][N:13]=1.CN(C)CCN(C)CCN(C)C.C([Li])CCC.[Cl:50][C:51]1[CH:52]=[C:53]([CH:56]=[CH:57][CH:58]=1)[CH:54]=[O:55]. (6) Given the product [Br:13][C:14]1[CH:31]=[CH:30][C:17]([CH2:18][N:19]2[C:27]3[C:22](=[CH:23][C:24](/[CH:28]=[C:4]4/[C:5](=[O:12])[N:6]([NH:7][S:8]([CH3:11])(=[O:10])=[O:9])[C:2](=[O:1])[S:3]/4)=[CH:25][CH:26]=3)[CH:21]=[N:20]2)=[C:16]([C:32]([F:33])([F:35])[F:34])[CH:15]=1, predict the reactants needed to synthesize it. The reactants are: [O:1]=[C:2]1[N:6]([NH:7][S:8]([CH3:11])(=[O:10])=[O:9])[C:5](=[O:12])[CH2:4][S:3]1.[Br:13][C:14]1[CH:31]=[CH:30][C:17]([CH2:18][N:19]2[C:27]3[C:22](=[CH:23][C:24]([CH:28]=O)=[CH:25][CH:26]=3)[CH:21]=[N:20]2)=[C:16]([C:32]([F:35])([F:34])[F:33])[CH:15]=1. (7) Given the product [C:8]([NH:12][C:39]1[CH:40]=[CH:27][C:28]([O:29][C:30]2[CH:31]=[CH:32][C:33]([NH:34][C:20]([C:17]3[CH:18]=[CH:19][C:14]([C:3]4[CH:4]=[C:5]([C:8]5[O:9][C:10]([CH3:13])=[N:11][N:12]=5)[CH:6]=[CH:7][C:2]=4[CH3:1])=[CH:15][CH:16]=3)=[O:21])=[CH:35][CH:36]=2)=[CH:37][CH:38]=1)(=[O:9])[CH3:5], predict the reactants needed to synthesize it. The reactants are: [CH3:1][C:2]1[CH:7]=[CH:6][C:5]([C:8]2[O:9][C:10]([CH3:13])=[N:11][N:12]=2)=[CH:4][C:3]=1[C:14]1[CH:19]=[CH:18][C:17]([C:20](O)=[O:21])=[CH:16][CH:15]=1.C(N[C:27]1[CH:40]=[CH:39][CH:38]=[CH:37][C:28]=1[O:29][C:30]1[CH:36]=[CH:35][C:33]([NH2:34])=[CH:32][CH:31]=1)(=O)C. (8) The reactants are: [N:1]([CH2:4][C:5]1[CH2:11][CH2:10][NH:9][C:8]2[N:12]=[CH:13][N:14]=[C:15]([NH:16][C:17]3[CH:22]=[CH:21][C:20]([O:23][C:24]4[CH:29]=[CH:28][CH:27]=[C:26]([C:30]([F:33])([F:32])[F:31])[CH:25]=4)=[C:19]([Cl:34])[CH:18]=3)[C:7]=2[CH:6]=1)=[N+]=[N-].C1(P(C2C=CC=CC=2)C2C=CC=CC=2)C=CC=CC=1.O1CCCC1.[C:59](O[C:59]([O:61][C:62]([CH3:65])([CH3:64])[CH3:63])=[O:60])([O:61][C:62]([CH3:65])([CH3:64])[CH3:63])=[O:60]. Given the product [Cl:34][C:19]1[CH:18]=[C:17]([NH:16][C:15]2[C:7]3[CH:6]=[C:5]([CH2:4][NH:1][C:59](=[O:60])[O:61][C:62]([CH3:65])([CH3:64])[CH3:63])[CH2:11][CH2:10][NH:9][C:8]=3[N:12]=[CH:13][N:14]=2)[CH:22]=[CH:21][C:20]=1[O:23][C:24]1[CH:29]=[CH:28][CH:27]=[C:26]([C:30]([F:33])([F:32])[F:31])[CH:25]=1, predict the reactants needed to synthesize it. (9) Given the product [CH3:36][C:33]([CH3:34])([CH3:35])[C:32](=[O:37])[CH2:31][O:30][C:27]1[CH:28]=[CH:29][C:24]([C:19]([C:16]2[CH:17]=[CH:18][C:13]([C:11]3[CH:12]=[C:7]([CH2:6][C:5]([OH:39])=[O:4])[CH:8]=[N:9][CH:10]=3)=[CH:14][CH:15]=2)([CH2:22][CH3:23])[CH2:20][CH3:21])=[CH:25][C:26]=1[CH3:38], predict the reactants needed to synthesize it. The reactants are: [OH-].[Na+].C[O:4][C:5](=[O:39])[CH2:6][C:7]1[CH:8]=[N:9][CH:10]=[C:11]([C:13]2[CH:18]=[CH:17][C:16]([C:19]([C:24]3[CH:29]=[CH:28][C:27]([O:30][CH2:31][C:32](=[O:37])[C:33]([CH3:36])([CH3:35])[CH3:34])=[C:26]([CH3:38])[CH:25]=3)([CH2:22][CH3:23])[CH2:20][CH3:21])=[CH:15][CH:14]=2)[CH:12]=1.[Cl-].[NH4+]. (10) Given the product [Cl:1][C:2]1[CH:3]=[CH:4][C:5]([NH:8][C:9](=[O:12])[C:10]#[C:11][C:14]2[CH:15]=[CH:16][C:17]([CH2:20][CH2:21][N:22]3[CH2:26][CH2:25][CH2:24][CH2:23]3)=[CH:18][CH:19]=2)=[CH:6][CH:7]=1, predict the reactants needed to synthesize it. The reactants are: [Cl:1][C:2]1[CH:7]=[CH:6][C:5]([NH:8][C:9](=[O:12])[C:10]#[CH:11])=[CH:4][CH:3]=1.I[C:14]1[CH:19]=[CH:18][C:17]([CH2:20][CH2:21][N:22]2[CH2:26][CH2:25][CH2:24][CH2:23]2)=[CH:16][CH:15]=1.